This data is from Peptide-MHC class I binding affinity with 185,985 pairs from IEDB/IMGT. The task is: Regression. Given a peptide amino acid sequence and an MHC pseudo amino acid sequence, predict their binding affinity value. This is MHC class I binding data. The binding affinity (normalized) is 0.259. The MHC is H-2-Kb with pseudo-sequence H-2-Kb. The peptide sequence is CLIFLLVL.